Dataset: Peptide-MHC class I binding affinity with 185,985 pairs from IEDB/IMGT. Task: Regression. Given a peptide amino acid sequence and an MHC pseudo amino acid sequence, predict their binding affinity value. This is MHC class I binding data. The peptide sequence is IQYGVYIVVGV. The MHC is Mamu-A07 with pseudo-sequence Mamu-A07. The binding affinity (normalized) is 0.0112.